From a dataset of Full USPTO retrosynthesis dataset with 1.9M reactions from patents (1976-2016). Predict the reactants needed to synthesize the given product. (1) Given the product [F:30][C:31]1[CH:36]=[CH:35][C:34]([N:37]2[C:41]3=[N:42][CH:43]=[CH:44][C:45]([B:57]4[O:58][C:59]([CH3:61])([CH3:60])[C:55]([CH3:62])([CH3:54])[O:56]4)=[C:40]3[CH:39]=[N:38]2)=[CH:33][CH:32]=1, predict the reactants needed to synthesize it. The reactants are: C1(P(C2CCCCC2)C2C=CC=CC=2C2C(OC)=CC=CC=2OC)CCCCC1.[F:30][C:31]1[CH:36]=[CH:35][C:34]([N:37]2[C:41]3=[N:42][CH:43]=[CH:44][C:45](I)=[C:40]3[CH:39]=[N:38]2)=[CH:33][CH:32]=1.C(N(CC)CC)C.[CH3:54][C:55]1([CH3:62])[C:59]([CH3:61])([CH3:60])[O:58][BH:57][O:56]1. (2) Given the product [CH2:1]([O:3][C:4](=[O:30])[CH:5]([C:6]1[N:7]([CH3:29])[C:8]2[C:13]([C:14]=1[S:15][C:16]([CH3:19])([CH3:18])[CH3:17])=[CH:12][C:11]([O:20][CH2:21][C:22]1[CH:27]=[CH:26][C:25]([CH3:28])=[CH:24][N:23]=1)=[CH:10][CH:9]=2)[CH2:32][C:33]1[CH:42]=[CH:41][C:40]2[C:35](=[CH:36][CH:37]=[CH:38][CH:39]=2)[CH:34]=1)[CH3:2], predict the reactants needed to synthesize it. The reactants are: [CH2:1]([O:3][C:4](=[O:30])[CH2:5][C:6]1[N:7]([CH3:29])[C:8]2[C:13]([C:14]=1[S:15][C:16]([CH3:19])([CH3:18])[CH3:17])=[CH:12][C:11]([O:20][CH2:21][C:22]1[CH:27]=[CH:26][C:25]([CH3:28])=[CH:24][N:23]=1)=[CH:10][CH:9]=2)[CH3:2].Br[CH2:32][C:33]1[CH:42]=[CH:41][C:40]2[C:35](=[CH:36][CH:37]=[CH:38][CH:39]=2)[CH:34]=1. (3) Given the product [N+:5]([NH:4][C:3]([S:2][CH3:1])=[N:8][CH3:9])([O-:7])=[O:6], predict the reactants needed to synthesize it. The reactants are: [CH3:1][S:2][C:3](=[NH:8])[NH:4][N+:5]([O-:7])=[O:6].[C:9]([O-])([O-])=O.[Cs+].[Cs+].CI. (4) Given the product [Si:1]([O:8][CH2:9][CH2:10][O:11][C:12]1[CH:17]=[CH:16][C:15]([C:18]2[C:26]3[C:25](=[CH:30][CH:29]=[C:28]([Cl:31])[CH:27]=3)[CH:24]=[C:23]3[CH2:22][CH2:21][C:20](=[O:32])[C:19]=23)=[CH:14][CH:13]=1)([C:4]([CH3:6])([CH3:7])[CH3:5])([CH3:3])[CH3:2], predict the reactants needed to synthesize it. The reactants are: [Si:1]([O:8][CH2:9][CH2:10][O:11][C:12]1[CH:17]=[CH:16][C:15]([C:18]#[C:19][C:20](=[O:32])[CH2:21][CH2:22]/[CH:23]=[CH:24]/[C:25]2[CH:30]=[CH:29][C:28]([Cl:31])=[CH:27][CH:26]=2)=[CH:14][CH:13]=1)([C:4]([CH3:7])([CH3:6])[CH3:5])([CH3:3])[CH3:2].CCOC(C)=O.CCCCCC. (5) Given the product [C:1]([N:4]1[CH2:9][CH2:8][C:7]([C:11]2[CH:16]=[CH:15][C:14]([NH:17][C:18]([C:20]3[NH:21][CH:22]=[C:23]([C:25]#[N:26])[N:24]=3)=[O:19])=[C:13]([C:27]3[CH2:32][CH2:31][C:30]([CH3:34])([CH3:33])[CH2:29][CH:28]=3)[CH:12]=2)([N:35]=[N+:36]=[N-:37])[CH2:6][CH2:5]1)(=[O:3])[CH3:2], predict the reactants needed to synthesize it. The reactants are: [C:1]([N:4]1[CH2:9][CH2:8][C:7]([C:11]2[CH:16]=[CH:15][C:14]([NH:17][C:18]([C:20]3[NH:21][CH:22]=[C:23]([C:25]#[N:26])[N:24]=3)=[O:19])=[C:13]([C:27]3[CH2:32][CH2:31][C:30]([CH3:34])([CH3:33])[CH2:29][CH:28]=3)[CH:12]=2)(O)[CH2:6][CH2:5]1)(=[O:3])[CH3:2].[N-:35]=[N+:36]=[N-:37].[Na+].C(O)(C(F)(F)F)=O.CCOC(C)=O. (6) Given the product [ClH:1].[C:47]([N:31]1[CH2:32][CH2:33][CH2:34][N:28]([C:26]2[C:25]3[C:20](=[CH:21][CH:22]=[CH:23][CH:24]=3)[N:19]=[C:18]([NH:17][C@H:14]3[CH2:15][CH2:16][N:12]([C:10](=[O:11])[CH2:9][C:4]4[CH:5]=[CH:6][CH:7]=[CH:8][C:3]=4[C:35]4[CH:40]=[CH:39][CH:38]=[CH:37][CH:36]=4)[CH2:13]3)[N:27]=2)[CH2:29][CH2:30]1)(=[O:49])[CH3:48], predict the reactants needed to synthesize it. The reactants are: [ClH:1].Cl.[C:3]1([C:35]2[CH:40]=[CH:39][CH:38]=[CH:37][CH:36]=2)[CH:8]=[CH:7][CH:6]=[CH:5][C:4]=1[CH2:9][C:10]([N:12]1[CH2:16][CH2:15][C@H:14]([NH:17][C:18]2[N:27]=[C:26]([N:28]3[CH2:34][CH2:33][CH2:32][NH:31][CH2:30][CH2:29]3)[C:25]3[C:20](=[CH:21][CH:22]=[CH:23][CH:24]=3)[N:19]=2)[CH2:13]1)=[O:11].N1C=CC=CC=1.[C:47](OC(=O)C)(=[O:49])[CH3:48]. (7) Given the product [Br:1][C:2]1[C:12]([I:13])=[CH:11][C:5]2[C:6](=[O:8])[C:30]3[C:29](=[CH:28][C:27]([CH2:32][CH2:33][CH2:34][CH2:35][CH2:36][CH2:37][CH2:38][CH2:39][CH2:40][CH2:41][CH2:42][CH3:43])=[C:26]([CH2:14][CH2:15][CH2:16][CH2:17][CH2:18][CH2:19][CH2:20][CH2:21][CH2:22][CH2:23][CH2:24][CH3:25])[CH:31]=3)[C:9](=[O:10])[C:4]=2[CH:3]=1, predict the reactants needed to synthesize it. The reactants are: [Br:1][C:2]1[CH:3]=[C:4]2[C:9](=[O:10])[O:8][C:6](=O)[C:5]2=[CH:11][C:12]=1[I:13].[CH2:14]([C:26]1[CH:31]=[CH:30][CH:29]=[CH:28][C:27]=1[CH2:32][CH2:33][CH2:34][CH2:35][CH2:36][CH2:37][CH2:38][CH2:39][CH2:40][CH2:41][CH2:42][CH3:43])[CH2:15][CH2:16][CH2:17][CH2:18][CH2:19][CH2:20][CH2:21][CH2:22][CH2:23][CH2:24][CH3:25].ClCC(Cl)(Cl)Cl.[Cl-].[Al+3].[Cl-].[Cl-].S(=O)(=O)(O)O. (8) Given the product [CH3:31][CH2:60][C:8]1[CH:9]=[C:10]2[C:11]([C:12]3[C:13]([S:114][C:111]2=[C:5]([CH2:3][CH3:4])[CH:6]=1)=[CH:14][CH:16]=[CH:17][CH:18]=3)=[O:65].[C:14]1(=[O:15])[CH2:16][CH2:17][CH2:18][CH2:12][CH2:13]1, predict the reactants needed to synthesize it. The reactants are: CC[CH:3](/[CH:5]=[C:6](/[CH:8]=[CH:9]/[C:10]1OC=[C:18]2[C:12](=[C:13](Cl)[C:14]([C@:16](O)(C)[C@H:17]2O)=[O:15])[CH:11]=1)\C)[CH3:4].C(OC[C:31]([CH2:60]O)(COCC(COC(=O)C=C)(COC(=O)C=C)COC(=O)C=C)COC(=O)C=C)(=O)C=C.C(OCC(COC(=O)C=C)(COCC(COC(=O)C=C)(COC(=O)C=C)COC(=O)C=C)COC(=O)C=C)(=[O:65])C=C.CC(N1CCOCC1)(C(C1C=C[C:111]([S:114]C)=CC=1)=O)C.